This data is from Forward reaction prediction with 1.9M reactions from USPTO patents (1976-2016). The task is: Predict the product of the given reaction. (1) Given the reactants C([NH:8][C@H:9]1[CH2:14][CH2:13][C@@H:12]([CH2:15][CH2:16][CH3:17])[CH2:11][CH2:10]1)C1C=CC=CC=1.C1CCCCC=1, predict the reaction product. The product is: [CH2:15]([C@@H:12]1[CH2:13][CH2:14][C@H:9]([NH2:8])[CH2:10][CH2:11]1)[CH2:16][CH3:17]. (2) The product is: [CH2:13]([N:15]1[C:21]2[N:22]=[CH:23][C:24]([CH2:26][CH2:27][O:28][C:37]3[C:46]4[C:41](=[CH:42][CH:43]=[CH:44][CH:45]=4)[N:40]=[CH:39][CH:38]=3)=[CH:25][C:20]=2[C:19](=[O:29])[N:18]([CH3:30])[C:17]2[CH:31]=[CH:32][C:33]([F:35])=[N:34][C:16]1=2)[CH3:14]. Given the reactants N(C(OCC)=O)=NC(OCC)=O.[CH2:13]([N:15]1[C:21]2[N:22]=[CH:23][C:24]([CH2:26][CH2:27][OH:28])=[CH:25][C:20]=2[C:19](=[O:29])[N:18]([CH3:30])[C:17]2[CH:31]=[CH:32][C:33]([F:35])=[N:34][C:16]1=2)[CH3:14].O[C:37]1[C:46]2[C:41](=[CH:42][CH:43]=[CH:44][CH:45]=2)[N:40]=[CH:39][CH:38]=1.C1C=CC(P(C2C=CC=CC=2)C2C=CC=CC=2)=CC=1, predict the reaction product. (3) Given the reactants [NH2:1][CH:2]1[CH2:7][CH2:6][CH:5]([CH2:8][NH:9]C(=O)OCC2C=CC=CC=2)[CH2:4][CH2:3]1.C(O)(C(F)(F)F)=O.C(OC(=O)NC[CH:38]1[CH2:43][CH2:42][CH:41]([NH:44][C:45](OC(C)(C)C)=O)CC1)C1C=CC=CC=1.C(N(C(C)C)C(C)C)C, predict the reaction product. The product is: [NH2:9][CH2:8][CH:5]1[CH2:4][CH2:3][CH:2]([NH:1][C:41]2[CH:42]=[CH:43][CH:38]=[CH:45][N:44]=2)[CH2:7][CH2:6]1. (4) Given the reactants [Cl:1][C:2]1[CH:3]=[CH:4][C:5](I)=[C:6]([CH:12]=1)[C:7]([O:9][CH2:10][CH3:11])=[O:8].[N:14]1[C:23]2[C:18](=[CH:19][C:20](B(O)O)=[CH:21][CH:22]=2)[CH:17]=[CH:16][CH:15]=1.C([O-])([O-])=O.[K+].[K+].C(COC)OC, predict the reaction product. The product is: [Cl:1][C:2]1[CH:3]=[CH:4][C:5]([C:20]2[CH:19]=[C:18]3[C:23](=[CH:22][CH:21]=2)[N:14]=[CH:15][CH:16]=[CH:17]3)=[C:6]([CH:12]=1)[C:7]([O:9][CH2:10][CH3:11])=[O:8]. (5) Given the reactants [CH2:1]([CH:3]([N:6]1[C:18]2[C:17]3[CH:16]=[CH:15][CH:14]=[CH:13][C:12]=3[N:11]=[CH:10][C:9]=2[N:8]=[CH:7]1)[CH2:4][OH:5])[CH3:2].[OH-].[Na+].[Cl:21][C:22]1[CH:23]=[C:24]([CH:27]=[CH:28][CH:29]=1)[CH2:25]Br.CO, predict the reaction product. The product is: [Cl:21][C:22]1[CH:23]=[C:24]([CH:27]=[CH:28][CH:29]=1)[CH2:25][O:5][CH2:4][CH:3]([N:6]1[C:18]2[C:17]3[CH:16]=[CH:15][CH:14]=[CH:13][C:12]=3[N:11]=[CH:10][C:9]=2[N:8]=[CH:7]1)[CH2:1][CH3:2]. (6) Given the reactants [N:1]1([C:5]2[N:14]=[C:13]3[C:8]([C:9](=[O:29])[C:10]([C:26]([OH:28])=[O:27])=[CH:11][N:12]3CC3C=CC(OC)=CC=3OC)=[C:7]([CH3:30])[CH:6]=2)[CH2:4][CH2:3][CH2:2]1.O, predict the reaction product. The product is: [N:1]1([C:5]2[N:14]=[C:13]3[C:8]([C:9](=[O:29])[C:10]([C:26]([OH:28])=[O:27])=[CH:11][NH:12]3)=[C:7]([CH3:30])[CH:6]=2)[CH2:4][CH2:3][CH2:2]1.